From a dataset of Cav3 T-type calcium channel HTS with 100,875 compounds. Binary Classification. Given a drug SMILES string, predict its activity (active/inactive) in a high-throughput screening assay against a specified biological target. (1) The drug is O1C(CCC1)CNC(=O)NC(c1cc(ccc1)C(C)=C)(C)C. The result is 0 (inactive). (2) The molecule is s1c(C(=O)Nc2cc(NC(=O)c3occc3)c(OC)cc2)ccc1. The result is 0 (inactive).